The task is: Predict the reactants needed to synthesize the given product.. This data is from Full USPTO retrosynthesis dataset with 1.9M reactions from patents (1976-2016). (1) Given the product [NH2:24][C:8]1[N:7]=[C:6]([NH:5][CH2:1][CH2:2][CH2:3][CH3:4])[N:14]=[C:13]2[C:9]=1[NH:10][C:11](=[O:22])[N:12]2[CH2:15][CH2:16][CH:17]1[CH2:21][CH2:20][O:19][CH2:18]1, predict the reactants needed to synthesize it. The reactants are: [CH2:1]([NH:5][C:6]1[N:14]=[C:13]2[C:9]([N:10]=[C:11]([O:22]C)[N:12]2[CH2:15][CH2:16][CH:17]2[CH2:21][CH2:20][O:19][CH2:18]2)=[C:8]([NH2:24])[N:7]=1)[CH2:2][CH2:3][CH3:4].Cl. (2) Given the product [CH:9]1([NH:10][C:36](=[O:38])[CH2:35][CH2:34][CH2:33][S:32][C:18]2[N:19]([C:20]3[CH:25]=[CH:24][C:23]([O:26][CH2:27][C:28]([F:31])([F:30])[F:29])=[CH:22][CH:21]=3)[C:14](=[O:13])[C:15]3[NH:41][CH:40]=[CH:39][C:16]=3[N:17]=2)[CH2:7][CH2:8]1, predict the reactants needed to synthesize it. The reactants are: Cl.C(N=C=N[CH2:7][CH2:8][CH2:9][N:10](C)C)C.[O:13]=[C:14]1[N:19]([C:20]2[CH:25]=[CH:24][C:23]([O:26][CH2:27][C:28]([F:31])([F:30])[F:29])=[CH:22][CH:21]=2)[C:18]([S:32][CH2:33][CH2:34][CH2:35][C:36]([OH:38])=O)=[N:17][C:16]2[CH:39]=[CH:40][NH:41][C:15]1=2.C1(N)CC1.ON1C2C=CC=CC=2N=N1. (3) Given the product [CH3:14][C:4]1[CH:3]=[C:2]([C:20]#[C:19][Si:16]([CH3:18])([CH3:17])[CH3:15])[CH:13]=[CH:12][C:5]=1[CH2:6][O:7][SiH2:8][CH3:11], predict the reactants needed to synthesize it. The reactants are: Br[C:2]1[CH:13]=[CH:12][C:5]([CH2:6][O:7][Si:8]([CH3:11])(C)C)=[C:4]([CH3:14])[CH:3]=1.[CH3:15][Si:16]([C:19]#[CH:20])([CH3:18])[CH3:17]. (4) Given the product [N+:1]([C:4]1[CH:5]=[N:6][N:7]([CH2:16][CH2:17][OH:18])[CH:8]=1)([O-:3])=[O:2], predict the reactants needed to synthesize it. The reactants are: [N+:1]([C:4]1[CH:5]=[N:6][NH:7][CH:8]=1)([O-:3])=[O:2].C([O-])([O-])=O.[Cs+].[Cs+].Br[CH2:16][CH2:17][OH:18]. (5) Given the product [CH3:17][S:2]([C:5]1[CH:6]=[C:7]([CH:11]=[CH:12][C:13]=1[CH:14]([CH3:16])[CH3:15])[C:8]([OH:10])=[O:9])(=[O:4])=[O:3], predict the reactants needed to synthesize it. The reactants are: Cl[S:2]([C:5]1[CH:6]=[C:7]([CH:11]=[CH:12][C:13]=1[CH:14]([CH3:16])[CH3:15])[C:8]([OH:10])=[O:9])(=[O:4])=[O:3].[CH:17](C1C=CC(C(O)=O)=CC=1)(C)C.C([O-])(O)=O.[Na+].[O-]S([O-])=O.[Na+].[Na+].BrCC(O)=O.[OH-].[Na+]. (6) Given the product [CH3:1][O:2][C:3](=[O:15])[NH:4][C:5]1[CH:10]=[CH:9][C:8]([NH:16][CH2:17][CH:18]2[CH2:23][CH2:22][O:21][CH2:20][CH2:19]2)=[C:7]([N+:12]([O-:14])=[O:13])[CH:6]=1, predict the reactants needed to synthesize it. The reactants are: [CH3:1][O:2][C:3](=[O:15])[NH:4][C:5]1[CH:10]=[CH:9][C:8](F)=[C:7]([N+:12]([O-:14])=[O:13])[CH:6]=1.[NH2:16][CH2:17][CH:18]1[CH2:23][CH2:22][O:21][CH2:20][CH2:19]1.